From a dataset of Experimentally validated miRNA-target interactions with 360,000+ pairs, plus equal number of negative samples. Binary Classification. Given a miRNA mature sequence and a target amino acid sequence, predict their likelihood of interaction. (1) The miRNA is mmu-miR-466h-5p with sequence UGUGUGCAUGUGCUUGUGUGUA. The protein sequence of the target gene is MLLHLCSVKNLYQNRFLGLAAMASPSRNSQSRRRCKEPLRYSYNPDQFHNIDIRNGAHDAITIPRSTSDTDLVTSDSRSTLMVSSSYYSIGHSQDLVIHWDIKEEVDAGDWIGMYLIGEVSSENFLDYKNRGVNGSHRGQIIWKIDASSYFVESETKICFKYYHGVSGALRATTPSVTVKNSAAPIFKGIGSEETAQSQGSRRLISFSLSDFQAMGLKKGMFFNPDPYLKISIQPGKHSIFPALPHHGQERRSTIIGNTVNPIWQAEHFSFVSLPTDVLEIEVKDKFAKSRPIIKRFLGK.... Result: 0 (no interaction). (2) The miRNA is hsa-miR-6850-3p with sequence CCCGGCCGGAACGCCGCACU. The protein sequence of the target gene is MMGKEEEIARIARRLDKMVTKKSAEGAMDLLRELKAMPITLHLLQSTRVGMSVNALRKQSSDEEVIALAKSLIKSWKKLLDASDAKARERGRGMPLPTSSRDASEAPDPSRKRPELPRAPSTPRITTFPPVPVTCDAVRNKCREMLTAALQTDHDHVAIGADCERLSAQIEECIFRDVGNTDMKYKNRVRSRISNLKDAKNPDLRRNVLCGAITPQQIAVMTSEEMASDELKEIRKAMTKEAIREHQMARTGGTQTDLFTCGKCRKKNCTYTQVQTRSSDEPMTTFVVCNECGNRWKFC. Result: 0 (no interaction). (3) The miRNA is mmu-miR-3064-3p with sequence UGCCACACUGCAACACCUUACA. The protein sequence of the target gene is MLSEQAVGLGTGWEPMNTQLDAAELQSERGTREEGSWRTAPRPLEHLHCGLEDEPLSLQEKATSVPWVPAVPQEGNTGDWEMAAALLAAGSQGLVTIKDVSLCFSQEEWRSLDPSQTDFYGEYVMQENCGIVVSLRFPIPKLDMLSQQEGGEDQWAPDPQDVEGRDILKVTYTGDGGEPQGDTPELQVEPPRTLSSVTEDTALWNPGQGPSWESMPRNSTGMLLSPRFLQEDTFSRHLHRTDTDSLLKPHTCPQCGKQFVWGSHLARHQQTHTGERPYSCLKCEKSFGRRHHLIRHQKTH.... Result: 0 (no interaction).